Task: Predict the product of the given reaction.. Dataset: Forward reaction prediction with 1.9M reactions from USPTO patents (1976-2016) Given the reactants O.C([O-])=O.[NH4+].C([N:13]1[C@H:19]([CH2:20][OH:21])[CH2:18][C:15]2([CH2:17][CH2:16]2)[CH2:14]1)C1C=CC=CC=1, predict the reaction product. The product is: [CH2:16]1[C:15]2([CH2:18][C@@H:19]([CH2:20][OH:21])[NH:13][CH2:14]2)[CH2:17]1.